This data is from Forward reaction prediction with 1.9M reactions from USPTO patents (1976-2016). The task is: Predict the product of the given reaction. (1) Given the reactants [CH2:1]([C:3]1[CH:9]=[C:8]([C:10]([F:22])([C:18]([F:21])([F:20])[F:19])[C:11]([F:17])([F:16])[C:12]([F:15])([F:14])[F:13])[CH:7]=[C:6]([CH3:23])[C:4]=1[NH2:5])[CH3:2].N1C=CC=CC=1.[Br:30][C:31]1[C:39]([N+:40]([O-:42])=[O:41])=[CH:38][CH:37]=[CH:36][C:32]=1[C:33](Cl)=[O:34].CN(C)C(=O)C, predict the reaction product. The product is: [CH2:1]([C:3]1[CH:9]=[C:8]([C:10]([F:22])([C:18]([F:19])([F:20])[F:21])[C:11]([F:16])([F:17])[C:12]([F:14])([F:15])[F:13])[CH:7]=[C:6]([CH3:23])[C:4]=1[NH:5][C:33](=[O:34])[C:32]1[CH:36]=[CH:37][CH:38]=[C:39]([N+:40]([O-:42])=[O:41])[C:31]=1[Br:30])[CH3:2]. (2) Given the reactants Cl.[NH:2]1[CH2:7][CH2:6][CH:5]([NH:8][C:9]2[O:10][C:11]3[CH:17]=[CH:16][C:15]([O:18][CH2:19][C:20]4[NH:24][N:23]=[N:22][N:21]=4)=[CH:14][C:12]=3[N:13]=2)[CH2:4][CH2:3]1.[CH2:25]([O:27][C:28]1[CH:29]=[C:30]([CH:33]=[C:34]([O:37][CH2:38][CH3:39])[C:35]=1[F:36])[CH:31]=O)[CH3:26].C([BH3-])#N.[Na+].C(N(C(C)C)C(C)C)C, predict the reaction product. The product is: [CH2:25]([O:27][C:28]1[CH:29]=[C:30]([CH:33]=[C:34]([O:37][CH2:38][CH3:39])[C:35]=1[F:36])[CH2:31][N:2]1[CH2:7][CH2:6][CH:5]([NH:8][C:9]2[O:10][C:11]3[CH:17]=[CH:16][C:15]([O:18][CH2:19][C:20]4[NH:24][N:23]=[N:22][N:21]=4)=[CH:14][C:12]=3[N:13]=2)[CH2:4][CH2:3]1)[CH3:26]. (3) The product is: [CH2:1]([N:8]1[C:12]2[CH:13]=[C:14]([NH:23][C@@H:24]3[CH2:28][CH2:27][N:26]([C:29]([O:31][C:32]([CH3:35])([CH3:34])[CH3:33])=[O:30])[CH2:25]3)[C:15]3[N:16]([C:17]([CH3:20])=[N:18][N:19]=3)[C:11]=2[CH:10]=[C:9]1[CH3:22])[C:2]1[CH:7]=[CH:6][CH:5]=[CH:4][CH:3]=1. Given the reactants [CH2:1]([N:8]1[C:12]2[CH:13]=[C:14](Cl)[C:15]3[N:16]([C:17]([CH3:20])=[N:18][N:19]=3)[C:11]=2[CH:10]=[C:9]1[CH3:22])[C:2]1[CH:7]=[CH:6][CH:5]=[CH:4][CH:3]=1.[NH2:23][C@@H:24]1[CH2:28][CH2:27][N:26]([C:29]([O:31][C:32]([CH3:35])([CH3:34])[CH3:33])=[O:30])[CH2:25]1.CC(C)([O-])C.[Na+].CC1(C)C2C=CC=C(P(C3C=CC=CC=3)C3C=CC=CC=3)C=2OC2C1=CC=CC=2P(C1C=CC=CC=1)C1C=CC=CC=1, predict the reaction product.